Dataset: Reaction yield outcomes from USPTO patents with 853,638 reactions. Task: Predict the reaction yield, written as a fraction of the theoretical maximum amount of product (1.0 means a 100% yield; for example, 0.34 means a 34% yield). (1) The reactants are [CH3:1][C:2]1[C:7]([CH3:8])=[CH:6][C:5]([C:9]([C:11]2[CH:16]=[CH:15][CH:14]=[CH:13][CH:12]=2)=[O:10])=[C:4]([OH:17])[CH:3]=1.[Cl:18][C:19]1[C:28]2[C:23](=[CH:24][C:25]([O:31][CH3:32])=[C:26]([O:29][CH3:30])[CH:27]=2)[N:22]=[CH:21][CH:20]=1. The catalyst is ClC1C=CC=CC=1Cl. The product is [ClH:18].[CH3:30][O:29][C:26]1[CH:27]=[C:28]2[C:23](=[CH:24][C:25]=1[O:31][CH3:32])[N:22]=[CH:21][CH:20]=[C:19]2[O:17][C:4]1[CH:3]=[C:2]([CH3:1])[C:7]([CH3:8])=[CH:6][C:5]=1[C:9]([C:11]1[CH:16]=[CH:15][CH:14]=[CH:13][CH:12]=1)=[O:10]. The yield is 0.110. (2) The product is [NH:1]1[C:9]2[C:4](=[N:5][CH:6]=[C:7]([C:10]([O:12][CH2:19][C:20]3[CH:25]=[CH:24][CH:23]=[CH:22][CH:21]=3)=[O:11])[CH:8]=2)[CH:3]=[CH:2]1. The reactants are [NH:1]1[C:9]2[C:4](=[N:5][CH:6]=[C:7]([C:10]([OH:12])=[O:11])[CH:8]=2)[CH:3]=[CH:2]1.C(=O)([O-])[O-].[Cs+].[Cs+].[CH2:19](Br)[C:20]1[CH:25]=[CH:24][CH:23]=[CH:22][CH:21]=1. The yield is 0.670. The catalyst is CN(C)C=O. (3) The reactants are Cl.[Cl:2][C:3]1[CH:4]=[C:5]([CH:15]([NH2:17])[CH3:16])[CH:6]=[N:7][C:8]=1[O:9][CH2:10][C:11]([F:14])([F:13])[F:12].[NH2:18][C:19]1[O:20][C:21]([C:24](O)=[O:25])=[CH:22][N:23]=1. No catalyst specified. The product is [NH2:18][C:19]1[O:20][C:21]([C:24]([NH:17][CH:15]([C:5]2[CH:6]=[N:7][C:8]([O:9][CH2:10][C:11]([F:12])([F:13])[F:14])=[C:3]([Cl:2])[CH:4]=2)[CH3:16])=[O:25])=[CH:22][N:23]=1. The yield is 0.470. (4) The reactants are Br[C:2]1[CH:3]=[C:4]([CH:8]([NH:14][C:15]([C@@H:17]2[CH2:22][CH2:21][CH2:20][N:19]([C:23](=[O:39])[CH2:24][CH2:25][CH:26]3[CH2:31][CH2:30][N:29]([C:32]([O:34][C:35]([CH3:38])([CH3:37])[CH3:36])=[O:33])[CH2:28][CH2:27]3)[CH2:18]2)=[O:16])[CH2:9][C:10]([O:12][CH3:13])=[O:11])[CH:5]=[N:6][CH:7]=1.[Cl:40][C:41]1[CH:46]=[CH:45][C:44](B(O)O)=[CH:43][C:42]=1[N+:50]([O-:52])=[O:51].[F-].[K+]. The catalyst is C1(C)C=CC=CC=1.C(O)C.O.C1C=CC([P]([Pd]([P](C2C=CC=CC=2)(C2C=CC=CC=2)C2C=CC=CC=2)([P](C2C=CC=CC=2)(C2C=CC=CC=2)C2C=CC=CC=2)[P](C2C=CC=CC=2)(C2C=CC=CC=2)C2C=CC=CC=2)(C2C=CC=CC=2)C2C=CC=CC=2)=CC=1. The product is [Cl:40][C:41]1[CH:46]=[CH:45][C:44]([C:2]2[CH:3]=[C:4]([CH:8]([NH:14][C:15]([C@@H:17]3[CH2:22][CH2:21][CH2:20][N:19]([C:23](=[O:39])[CH2:24][CH2:25][CH:26]4[CH2:27][CH2:28][N:29]([C:32]([O:34][C:35]([CH3:36])([CH3:38])[CH3:37])=[O:33])[CH2:30][CH2:31]4)[CH2:18]3)=[O:16])[CH2:9][C:10]([O:12][CH3:13])=[O:11])[CH:5]=[N:6][CH:7]=2)=[CH:43][C:42]=1[N+:50]([O-:52])=[O:51]. The yield is 0.470. (5) The product is [Cl:33][C:29]1[CH:28]=[C:27]2[NH:26][C:25](=[O:34])[C@:17]3([C@@H:16]([C:35]4[CH:40]=[CH:39][CH:38]=[C:37]([Cl:41])[C:36]=4[F:42])[C@H:15]([C:13]([NH:12][C:9]4[CH:10]=[CH:11][C:6]([O:5][CH2:4][C:3]([OH:43])=[O:2])=[CH:7][CH:8]=4)=[O:14])[NH:19][C@H:18]3[CH2:20][C:21]([CH3:23])([CH3:22])[CH3:24])[C:32]2=[CH:31][CH:30]=1. The yield is 0.800. The catalyst is C1COCC1.O.C(OCC)(=O)C. The reactants are C[O:2][C:3](=[O:43])[CH2:4][O:5][C:6]1[CH:11]=[CH:10][C:9]([NH:12][C:13]([C@@H:15]2[NH:19][C@@H:18]([CH2:20][C:21]([CH3:24])([CH3:23])[CH3:22])[C@:17]3([C:32]4[C:27](=[CH:28][C:29]([Cl:33])=[CH:30][CH:31]=4)[NH:26][C:25]3=[O:34])[C@H:16]2[C:35]2[CH:40]=[CH:39][CH:38]=[C:37]([Cl:41])[C:36]=2[F:42])=[O:14])=[CH:8][CH:7]=1.Cl. (6) The reactants are [I:1]N1C(=O)CCC1=O.[NH:9]1[CH:13]=[C:12]([C:14]2[CH:15]=[C:16]([C:26]([F:29])([F:28])[F:27])[C:17]3[N:18]([CH:20]=[C:21]([C:23]([OH:25])=[O:24])[N:22]=3)[CH:19]=2)[CH:11]=[N:10]1. The catalyst is CN(C=O)C. The product is [I:1][C:20]1[N:18]2[CH:19]=[C:14]([C:12]3[CH:13]=[N:9][NH:10][CH:11]=3)[CH:15]=[C:16]([C:26]([F:28])([F:29])[F:27])[C:17]2=[N:22][C:21]=1[C:23]([OH:25])=[O:24]. The yield is 0.720. (7) The reactants are [Cl:1][C:2]1[C:11]2[C:6](=[C:7]([N+:13]([O-])=O)[C:8]([CH3:12])=[CH:9][CH:10]=2)[CH:5]=[CH:4][N:3]=1.[CH3:16][C:17]1[S:18][C:19]2[CH:25]=[CH:24][C:23]([NH2:26])=[CH:22][C:20]=2[N:21]=1.C(O)(C(F)(F)F)=O. The catalyst is C(O)(C)C. The product is [ClH:1].[CH3:12][C:8]1[CH:9]=[CH:10][C:11]2[C:2]([NH:26][C:23]3[CH:24]=[CH:25][C:19]4[S:18][C:17]([CH3:16])=[N:21][C:20]=4[CH:22]=3)=[N:3][CH:4]=[CH:5][C:6]=2[C:7]=1[NH2:13]. The yield is 0.910. (8) The reactants are [CH3:1][C:2]1([CH3:19])[CH2:7][O:6][CH:5]([CH2:8][O:9][C:10]2[CH:15]=[CH:14][N:13]=[C:12]([CH2:16]O)[C:11]=2[CH3:18])[O:4][CH2:3]1.C(N(CC)CC)C.CS(Cl)(=O)=O.[SH:32][C:33]1[NH:34][C:35]2[CH:41]=[CH:40][CH:39]=[CH:38][C:36]=2[N:37]=1. The catalyst is CO.O1CCCC1. The product is [CH3:1][C:2]1([CH3:19])[CH2:7][O:6][CH:5]([CH2:8][O:9][C:10]2[CH:15]=[CH:14][N:13]=[C:12]([CH2:16][S:32][C:33]3[NH:37][C:36]4[CH:38]=[CH:39][CH:40]=[CH:41][C:35]=4[N:34]=3)[C:11]=2[CH3:18])[O:4][CH2:3]1. The yield is 0.802.